Dataset: Catalyst prediction with 721,799 reactions and 888 catalyst types from USPTO. Task: Predict which catalyst facilitates the given reaction. (1) Reactant: [CH3:1][N:2]1[CH:6]=[C:5]([CH2:7][N:8]2[CH2:13][CH2:12][CH:11]([C:14]3[CH:36]=[CH:35][C:17]([C:18]([NH:20][C:21]4[CH:26]=[CH:25][CH:24]=[CH:23][C:22]=4[NH:27]C(=O)OC(C)(C)C)=[O:19])=[CH:16][CH:15]=3)[CH2:10][CH2:9]2)[C:4]([CH3:37])=[N:3]1.O.Cl.[OH-].[Na+]. Product: [NH2:27][C:22]1[CH:23]=[CH:24][CH:25]=[CH:26][C:21]=1[NH:20][C:18](=[O:19])[C:17]1[CH:35]=[CH:36][C:14]([CH:11]2[CH2:10][CH2:9][N:8]([CH2:7][C:5]3[C:4]([CH3:37])=[N:3][N:2]([CH3:1])[CH:6]=3)[CH2:13][CH2:12]2)=[CH:15][CH:16]=1. The catalyst class is: 5. (2) Reactant: [CH3:1][C:2](=[O:7])/[CH:3]=[CH:4]/[CH2:5][CH3:6].[Si:8](OS(C(F)(F)F)(=O)=O)([CH2:13][CH3:14])([CH2:11][CH3:12])[CH2:9][CH3:10].CCN(CC)CC. Product: [CH2:9]([Si:8]([CH2:13][CH3:14])([CH2:11][CH3:12])[O:7][C:2](/[CH:3]=[CH:4]/[CH2:5][CH3:6])=[CH2:1])[CH3:10]. The catalyst class is: 1. (3) Reactant: CC([N:5]([C:9]([CH3:31])([CH3:30])[C:10]([NH:12][C:13]1[CH:18]=[CH:17][C:16]([O:19][C:20]2[C:25]3[C:26]([CH3:29])=[N:27][O:28][C:24]=3[CH:23]=[CH:22][CH:21]=2)=[CH:15][CH:14]=1)=[O:11])C(=O)[O-])(C)C.C(O)(C(F)(F)F)=O. Product: [CH3:31][C:9]([C:10]([NH:12][C:13]1[CH:18]=[CH:17][C:16]([O:19][C:20]2[C:25]3[C:26]([CH3:29])=[N:27][O:28][C:24]=3[CH:23]=[CH:22][CH:21]=2)=[CH:15][CH:14]=1)=[O:11])([CH3:30])[NH2:5]. The catalyst class is: 4. (4) Reactant: [H-].[Al+3].[Li+].[H-].[H-].[H-].C1COCC1.Cl.[CH3:13][C:14]1[N:15]=[C:16]([NH:19][C:20]2[CH:25]=[C:24]([O:26][C:27]3[CH:28]=[C:29]([CH:35]=[CH:36][CH:37]=3)[O:30][CH2:31][C:32](O)=[O:33])[CH:23]=[CH:22][N:21]=2)[S:17][CH:18]=1.Cl. Product: [CH3:13][C:14]1[N:15]=[C:16]([NH:19][C:20]2[CH:25]=[C:24]([O:26][C:27]3[CH:28]=[C:29]([CH:35]=[CH:36][CH:37]=3)[O:30][CH2:31][CH2:32][OH:33])[CH:23]=[CH:22][N:21]=2)[S:17][CH:18]=1. The catalyst class is: 28. (5) Reactant: [Cl:1][C:2]1[C:3]([F:34])=[C:4]([CH:31]=[CH:32][CH:33]=1)[CH2:5][NH:6][C:7]([C@@H:9]1[CH2:13][C@@H:12]([F:14])[CH2:11][N:10]1[C:15](=[O:30])[CH2:16][N:17]1[C:25]2[C:20](=[CH:21][CH:22]=[C:23]([OH:26])[CH:24]=2)[C:19]([C:27]([NH2:29])=[O:28])=[CH:18]1)=[O:8].C([O-])([O-])=O.[Cs+].[Cs+].Cl[CH2:42][C:43]1[NH:47][N:46]=[N:45][N:44]=1.Cl. Product: [Cl:1][C:2]1[C:3]([F:34])=[C:4]([CH:31]=[CH:32][CH:33]=1)[CH2:5][NH:6][C:7]([C@@H:9]1[CH2:13][C@@H:12]([F:14])[CH2:11][N:10]1[C:15](=[O:30])[CH2:16][N:17]1[C:25]2[C:20](=[CH:21][CH:22]=[C:23]([O:26][CH2:42][C:43]3[NH:47][N:46]=[N:45][N:44]=3)[CH:24]=2)[C:19]([C:27]([NH2:29])=[O:28])=[CH:18]1)=[O:8]. The catalyst class is: 58. (6) Reactant: [F:1][C:2]1[CH:20]=[CH:19][C:5]([CH2:6][N:7]2[C:15]3[C:10](=[N:11][CH:12]=[CH:13][CH:14]=3)[C:9]([C:16]([OH:18])=O)=[CH:8]2)=[CH:4][CH:3]=1.CN(C(ON1N=NC2C=CC=NC1=2)=[N+](C)C)C.F[P-](F)(F)(F)(F)F.[NH2:45][CH:46]1[CH2:51][CH2:50][N:49]([C:52]([O:54][C:55]([CH3:58])([CH3:57])[CH3:56])=[O:53])[CH2:48][CH2:47]1.CCOC(C)=O. Product: [F:1][C:2]1[CH:3]=[CH:4][C:5]([CH2:6][N:7]2[C:15]3[C:10](=[N:11][CH:12]=[CH:13][CH:14]=3)[C:9]([C:16]([NH:45][CH:46]3[CH2:47][CH2:48][N:49]([C:52]([O:54][C:55]([CH3:58])([CH3:57])[CH3:56])=[O:53])[CH2:50][CH2:51]3)=[O:18])=[CH:8]2)=[CH:19][CH:20]=1. The catalyst class is: 18. (7) Reactant: Cl[C:2]1[N:10]=[CH:9][N:8]=[C:7]2[C:3]=1[N:4]=[CH:5][N:6]2[CH:11]1[CH2:16][CH2:15][CH2:14][CH2:13][O:12]1.[F:17][C:18]1[C:23](B(O)O)=[CH:22][CH:21]=[CH:20][N:19]=1.C([O-])(=O)C.[K+].C(O)C. Product: [F:17][C:18]1[C:23]([C:2]2[N:10]=[CH:9][N:8]=[C:7]3[C:3]=2[N:4]=[CH:5][N:6]3[CH:11]2[CH2:16][CH2:15][CH2:14][CH2:13][O:12]2)=[CH:22][CH:21]=[CH:20][N:19]=1. The catalyst class is: 6. (8) Reactant: Cl.C(N=C=NCCCN(C)C)C.[CH:13]1([CH2:19][CH:20]([NH:24][C:25](=[N:27][S:28]([CH3:31])(=[O:30])=[O:29])C)[C:21]([OH:23])=O)[CH2:18][CH2:17][CH2:16][CH2:15][CH2:14]1.[NH2:32][C@@H:33]([CH2:45][CH3:46])[CH:34]([C:36]1[O:37][C:38]2[CH:44]=[CH:43][CH:42]=[CH:41][C:39]=2[N:40]=1)[OH:35].CN1CCOCC1. Product: [O:37]1[C:38]2[CH:44]=[CH:43][CH:42]=[CH:41][C:39]=2[N:40]=[C:36]1[CH:34]([OH:35])[C@@H:33]([NH:32][C:21](=[O:23])[CH:20]([NH:24][CH:25]=[N:27][S:28]([CH3:31])(=[O:30])=[O:29])[CH2:19][CH:13]1[CH2:14][CH2:15][CH2:16][CH2:17][CH2:18]1)[CH2:45][CH3:46]. The catalyst class is: 473.